This data is from Reaction yield outcomes from USPTO patents with 853,638 reactions. The task is: Predict the reaction yield, written as a fraction of the theoretical maximum amount of product (1.0 means a 100% yield; for example, 0.34 means a 34% yield). (1) The reactants are C(O)C.[H-].[Na+].[N:6]1[CH:11]=[CH:10][C:9]([C:12]([O:14]CC)=O)=[N:8][CH:7]=1.[C:17]([O:20][CH2:21][CH3:22])(=[O:19])[CH3:18].Cl.C(=O)(O)[O-].[Na+]. The catalyst is C(OCC)C.C1(C)C=CC=CC=1. The product is [O:14]=[C:12]([C:9]1[CH:10]=[CH:11][N:6]=[CH:7][N:8]=1)[CH2:18][C:17]([O:20][CH2:21][CH3:22])=[O:19]. The yield is 0.920. (2) The reactants are [N:1]1([C:6]([O:8][C:9]([CH3:12])([CH3:11])[CH3:10])=[O:7])[CH2:5][CH2:4][CH2:3][CH2:2]1.C1C[C@H]2N(C[C@H]3[C@@H]4CCCCN4C[C@@H]2C3)CC1.C([Li])(CC)C.Br[C:36]1[C:37]([Cl:43])=[N:38][CH:39]=[C:40]([F:42])[CH:41]=1.F[B-](F)(F)F.C(P(C(C)(C)C)C(C)(C)C)(C)(C)C.[NH4+].[OH-]. The catalyst is CC(OC)(C)C.[Cl-].[Zn+2].[Cl-].C([O-])(=O)C.[Pd+2].C([O-])(=O)C. The product is [Cl:43][C:37]1[C:36]([C@H:2]2[CH2:3][CH2:4][CH2:5][N:1]2[C:6]([O:8][C:9]([CH3:12])([CH3:11])[CH3:10])=[O:7])=[CH:41][C:40]([F:42])=[CH:39][N:38]=1. The yield is 0.350. (3) The reactants are [Cl:1][C:2]1[CH:7]=[C:6](Cl)[N:5]2[N:9]=[C:10]([C:12]3[CH:17]=[CH:16][C:15]([Cl:18])=[CH:14][CH:13]=3)[CH:11]=[C:4]2[N:3]=1.[NH:19]1[CH2:24][CH2:23][O:22][CH2:21][CH2:20]1. The catalyst is O1CCOCC1. The product is [Cl:1][C:2]1[CH:7]=[C:6]([N:19]2[CH2:24][CH2:23][O:22][CH2:21][CH2:20]2)[N:5]2[N:9]=[C:10]([C:12]3[CH:17]=[CH:16][C:15]([Cl:18])=[CH:14][CH:13]=3)[CH:11]=[C:4]2[N:3]=1. The yield is 0.940. (4) The reactants are Cl[CH2:2][CH2:3][O:4][CH2:5][CH2:6][OH:7].[NH:8]1[CH2:13][CH2:12][O:11][CH2:10][CH2:9]1.C(=O)([O-])[O-].[K+].[K+]. The catalyst is C(#N)C. The product is [O:11]1[CH2:12][CH2:13][N:8]([CH2:2][CH2:3][O:4][CH2:5][CH2:6][OH:7])[CH2:9][CH2:10]1. The yield is 0.340. (5) The reactants are [F:1][C:2]([F:10])([F:9])[C:3]([CH3:8])([CH3:7])[C:4](O)=[O:5].C(Cl)(=O)C(Cl)=O.[CH3:17][O:18]/[CH:19]=[CH:20]/[C:21](=[O:23])[CH3:22].[Li+].C[Si]([N-][Si](C)(C)C)(C)C.N#N.FC(F)(F)C(C)(C)C(Cl)=O. The catalyst is C(Cl)(Cl)Cl.C1COCC1. The product is [F:1][C:2]([F:10])([F:9])[C:3]([CH3:8])([CH3:7])/[C:4](/[OH:5])=[CH:22]/[C:21](=[O:23])/[CH:20]=[CH:19]/[O:18][CH3:17]. The yield is 0.0520. (6) The reactants are CCCCCC.C([Li])CCC.Br[C:13]1[CH:18]=[CH:17][C:16]([CH:19]2[CH2:21][CH2:20]2)=[CH:15][CH:14]=1.[CH3:22][O:23][N:24]([CH3:31])[C:25](N(OC)C)=[O:26].[Cl-].[NH4+]. The catalyst is C1COCC1. The product is [CH:19]1([C:16]2[CH:17]=[CH:18][C:13]([C:25]([N:24]([O:23][CH3:22])[CH3:31])=[O:26])=[CH:14][CH:15]=2)[CH2:21][CH2:20]1. The yield is 0.950. (7) The reactants are [NH2:1][C:2]1[N:7]=[CH:6][C:5](/[CH:8]=[CH:9]/[C:10]([N:12]([CH2:14][C:15]2[C:23]3[C:18](=[C:19]([C:24]([O:26]C)=[O:25])[CH:20]=[CH:21][CH:22]=3)[N:17]([CH3:28])[CH:16]=2)[CH3:13])=[O:11])=[CH:4][CH:3]=1.O1CCCC1.[Li+].[OH-]. The catalyst is CO.O. The product is [NH2:1][C:2]1[N:7]=[CH:6][C:5]([CH:8]=[CH:9][C:10]([N:12]([CH2:14][C:15]2[C:23]3[C:18](=[C:19]([C:24]([OH:26])=[O:25])[CH:20]=[CH:21][CH:22]=3)[N:17]([CH3:28])[CH:16]=2)[CH3:13])=[O:11])=[CH:4][CH:3]=1. The yield is 0.350.